Dataset: Full USPTO retrosynthesis dataset with 1.9M reactions from patents (1976-2016). Task: Predict the reactants needed to synthesize the given product. (1) The reactants are: [Cl:1][C:2]1[CH:7]=[CH:6][C:5]([C@H:8]2[C@@H:13]([C:14]3[CH:19]=[CH:18][C:17]([Cl:20])=[CH:16][CH:15]=3)[N:12]([C@H:21]([CH2:25][CH2:26][CH3:27])[C:22](O)=[O:23])[C:11](=[O:28])[C@H:10]([CH2:29][C:30]3[CH:35]=[CH:34][C:33]([I:36])=[CH:32][CH:31]=3)[O:9]2)=[CH:4][CH:3]=1.Cl.[NH2:38][CH2:39][CH2:40][CH2:41][C:42]([O:44][CH2:45][CH3:46])=[O:43].Cl.C(N=C=NCCCN(C)C)C.C1C=NC2N(O)N=NC=2C=1.C(=O)(O)[O-].[Na+]. Given the product [Cl:1][C:2]1[CH:7]=[CH:6][C:5]([C@H:8]2[C@@H:13]([C:14]3[CH:15]=[CH:16][C:17]([Cl:20])=[CH:18][CH:19]=3)[N:12]([C@H:21]([CH2:25][CH2:26][CH3:27])[C:22]([NH:38][CH2:39][CH2:40][CH2:41][C:42]([O:44][CH2:45][CH3:46])=[O:43])=[O:23])[C:11](=[O:28])[C@H:10]([CH2:29][C:30]3[CH:31]=[CH:32][C:33]([I:36])=[CH:34][CH:35]=3)[O:9]2)=[CH:4][CH:3]=1, predict the reactants needed to synthesize it. (2) Given the product [CH2:22]([O:21][C:16]1[CH:17]=[C:18]2[C:13](=[CH:14][CH:15]=1)[CH:12]=[C:11]([CH2:9][OH:8])[CH:20]=[CH:19]2)[C:23]1[CH:24]=[CH:25][CH:26]=[CH:27][CH:28]=1, predict the reactants needed to synthesize it. The reactants are: C([O:8][C:9]([C:11]1[CH:20]=[CH:19][C:18]2[C:13](=[CH:14][CH:15]=[C:16]([O:21][CH2:22][C:23]3[CH:28]=[CH:27][CH:26]=[CH:25][CH:24]=3)[CH:17]=2)[CH:12]=1)=O)C1C=CC=CC=1.[H-].C([Al+]CC(C)C)C(C)C.C(O)(=O)CC(CC(O)=O)(C(O)=O)O. (3) Given the product [F:7][C:8]([F:19])([F:20])[O:9][C:10]1[CH:15]=[CH:14][C:13]([C:2]2[CH:6]=[CH:5][S:4][CH:3]=2)=[CH:12][CH:11]=1, predict the reactants needed to synthesize it. The reactants are: Br[C:2]1[CH:6]=[CH:5][S:4][CH:3]=1.[F:7][C:8]([F:20])([F:19])[O:9][C:10]1[CH:15]=[CH:14][C:13](B(O)O)=[CH:12][CH:11]=1.C([O-])([O-])=O.[K+].[K+].O1CCCC1. (4) The reactants are: C([O:4][C:5]1[CH:10]=[CH:9][CH:8]=[C:7]([F:11])[C:6]=1[C:12]1[CH:17]=[CH:16][C:15]([Cl:18])=[CH:14][C:13]=1[CH3:19])C=C.[C:20]1(C)[CH:25]=C(C)C=C(C)[CH:21]=1. Given the product [CH2:25]([C:10]1[CH:9]=[CH:8][C:7]([F:11])=[C:6]([C:12]2[CH:17]=[CH:16][C:15]([Cl:18])=[CH:14][C:13]=2[CH3:19])[C:5]=1[OH:4])[CH:20]=[CH2:21], predict the reactants needed to synthesize it. (5) Given the product [CH3:10][N:11]1[C:19]2[C:14](=[CH:15][CH:16]=[CH:17][CH:18]=2)[CH:13]=[C:12]1[C:2]1[S:6][C:5]([NH2:41])=[N:4][CH:3]=1, predict the reactants needed to synthesize it. The reactants are: Br[C:2]1[S:6][C:5](C(N)=O)=[N:4][CH:3]=1.[CH3:10][N:11]1[C:19]2[C:14](=[CH:15][CH:16]=[CH:17][CH:18]=2)[CH:13]=[C:12]1B(O)O.P([O-])([O-])([O-])=O.[K+].[K+].[K+].CC(=O)OCC.[Cl-].[Na+].O.C[N:41](C=O)C. (6) Given the product [I:16][C:13]1[CH:14]=[CH:15][C:10]2[N:11]([CH:17]=[C:8]([C:5]3[CH:4]=[CH:3][C:2]([O:1][CH3:18])=[CH:7][CH:6]=3)[N:9]=2)[CH:12]=1, predict the reactants needed to synthesize it. The reactants are: [OH:1][C:2]1[CH:7]=[CH:6][C:5]([C:8]2[N:9]=[C:10]3[CH:15]=[CH:14][C:13]([I:16])=[CH:12][N:11]3[CH:17]=2)=[CH:4][CH:3]=1.[CH3:18][Si](C=[N+]=[N-])(C)C.